From a dataset of Ames mutagenicity test results for genotoxicity prediction. Regression/Classification. Given a drug SMILES string, predict its toxicity properties. Task type varies by dataset: regression for continuous values (e.g., LD50, hERG inhibition percentage) or binary classification for toxic/non-toxic outcomes (e.g., AMES mutagenicity, cardiotoxicity, hepatotoxicity). Dataset: ames. (1) The molecule is Cc1cc(C#[N+][O-])cc(C#[N+][O-])c1. The result is 1 (mutagenic). (2) The compound is C=C(C)c1cc(O)c(C)cc1O. The result is 0 (non-mutagenic). (3) The molecule is CC1(C)CCC2(C(=O)O)CCC3(C)C(=CCC4C5(C)CC(O)C(OC6OC(CO)C(O)C(O)C6O)C(C)(C(=O)O)C5CCC43C)C2C1. The result is 0 (non-mutagenic). (4) The molecule is CS(=O)(=O)Nc1ccc(Nc2c3ccccc3nc3ccccc23)cc1. The result is 1 (mutagenic). (5) The molecule is Nc1nc(N)nc(-c2ccc([N+](=O)[O-])o2)n1. The result is 1 (mutagenic). (6) The molecule is Cc1c2ccc(CO)cc2nc2c1ccc1ccccc12. The result is 1 (mutagenic). (7) The drug is O=P1(N(CCCl)CCCl)OCCCN1CCCl. The result is 1 (mutagenic).